Dataset: Catalyst prediction with 721,799 reactions and 888 catalyst types from USPTO. Task: Predict which catalyst facilitates the given reaction. (1) Reactant: [OH:1][C:2]1[CH:3]=[CH:4][C:5]([C:8]([OH:10])=[O:9])=[N:6][CH:7]=1.[C:11](=O)([O-])[O-].[K+].[K+].FC(F)(F)S(O[CH2:23][C:24]([F:29])([F:28])[CH:25]([F:27])[F:26])(=O)=O. Product: [CH3:11][O:9][C:8]([C:5]1[CH:4]=[CH:3][C:2]([O:1][CH2:23][C:24]([F:29])([F:28])[CH:25]([F:27])[F:26])=[CH:7][N:6]=1)=[O:10]. The catalyst class is: 883. (2) Reactant: [F:1][C:2]1[CH:7]=[CH:6][C:5]([C:8]2[C:15]([CH3:16])=[C:14]3[N:10]([CH2:11][CH2:12][CH2:13]3)[CH:9]=2)=[CH:4][CH:3]=1.[Br:17]N1C(=O)CCC1=O.C(OC(C)C)(C)C.CCCCCC. Product: [Br:17][C:9]1[N:10]2[C:14](=[C:15]([CH3:16])[C:8]=1[C:5]1[CH:6]=[CH:7][C:2]([F:1])=[CH:3][CH:4]=1)[CH2:13][CH2:12][CH2:11]2. The catalyst class is: 1.